From a dataset of Reaction yield outcomes from USPTO patents with 853,638 reactions. Predict the reaction yield, written as a fraction of the theoretical maximum amount of product (1.0 means a 100% yield; for example, 0.34 means a 34% yield). The reactants are O[C@H:2]([CH2:22][CH3:23])[C@@H:3]([NH:7][C:8]([O:10][CH2:11][CH2:12][CH2:13][CH2:14][CH2:15][C:16]1[CH:21]=[CH:20][CH:19]=[CH:18][CH:17]=1)=[O:9])[C:4]([OH:6])=[O:5].O[C@@H](CC)[C@@H](NC(OCCCCCC1C=CC=CC=1)=O)C(O)=O.CCN(CC)CC.CN(C(ON1N=NC2C=CC=CC1=2)=[N+](C)C)C.[B-](F)(F)(F)F. The catalyst is C(Cl)Cl. The product is [C:16]1([CH2:15][CH2:14][CH2:13][CH2:12][CH2:11][O:10][C:8](=[O:9])[NH:7][C@H:3]2[C:4](=[O:6])[O:5][C@@H:2]2[CH2:22][CH3:23])[CH:21]=[CH:20][CH:19]=[CH:18][CH:17]=1. The yield is 0.570.